From a dataset of Full USPTO retrosynthesis dataset with 1.9M reactions from patents (1976-2016). Predict the reactants needed to synthesize the given product. Given the product [OH:2][C:3]1[CH:8]=[CH:7][CH:6]=[CH:5][C:4]=1[C:9]1[N:10]=[C:11]([N:19]2[CH2:24][CH2:23][N:22]([C:25]([O:27][CH2:28][CH:29]([CH3:31])[CH3:30])=[O:26])[CH2:21][CH2:20]2)[C:12]2[C:17]([CH3:18])=[CH:16][S:15][C:13]=2[N:14]=1, predict the reactants needed to synthesize it. The reactants are: C[O:2][C:3]1[CH:8]=[CH:7][CH:6]=[CH:5][C:4]=1[C:9]1[N:10]=[C:11]([N:19]2[CH2:24][CH2:23][N:22]([C:25]([O:27][CH2:28][CH:29]([CH3:31])[CH3:30])=[O:26])[CH2:21][CH2:20]2)[C:12]2[C:17]([CH3:18])=[CH:16][S:15][C:13]=2[N:14]=1.B(Br)(Br)Br.C([O-])(O)=O.[Na+].